Task: Predict the reactants needed to synthesize the given product.. Dataset: Full USPTO retrosynthesis dataset with 1.9M reactions from patents (1976-2016) (1) Given the product [Cl:1][C:2]1[C:6]([C:7](=[O:9])[CH3:8])=[N:5][S:4][N:3]=1, predict the reactants needed to synthesize it. The reactants are: [Cl:1][C:2]1[C:6]([C:7]([O:9]CC)=[CH2:8])=[N:5][S:4][N:3]=1.Cl. (2) Given the product [CH2:34]([O:33][C:30](=[O:32])[CH:31]([C:2]1[CH:7]=[CH:6][C:5]([C@@H:8]([C:19]2[CH:24]=[CH:23][CH:22]=[CH:21][C:20]=2[CH3:25])[CH2:9][C:10]([C:12]2[CH:17]=[CH:16][N:15]=[C:14]([CH3:18])[CH:13]=2)=[O:11])=[CH:4][CH:3]=1)[C:30]([O:33][CH2:34][CH3:35])=[O:32])[CH3:35], predict the reactants needed to synthesize it. The reactants are: Br[C:2]1[CH:7]=[CH:6][C:5]([C@@H:8]([C:19]2[CH:24]=[CH:23][CH:22]=[CH:21][C:20]=2[CH3:25])[CH2:9][C:10]([C:12]2[CH:17]=[CH:16][N:15]=[C:14]([CH3:18])[CH:13]=2)=[O:11])=[CH:4][CH:3]=1.[H-].[Na+].[Cl-].[NH4+].[C:30]([O:33][CH2:34][CH3:35])(=[O:32])[CH3:31]. (3) Given the product [CH:17]1([N:4]2[CH2:5][CH2:6][CH2:7][N:1]([C:8]([C:10]3[CH:15]=[CH:14][C:13]([I:16])=[CH:12][CH:11]=3)=[O:9])[CH2:2][CH2:3]2)[CH2:20][CH2:19][CH2:18]1, predict the reactants needed to synthesize it. The reactants are: [N:1]1([C:8]([C:10]2[CH:15]=[CH:14][C:13]([I:16])=[CH:12][CH:11]=2)=[O:9])[CH2:7][CH2:6][CH2:5][NH:4][CH2:3][CH2:2]1.[C:17]1(=O)[CH2:20][CH2:19][CH2:18]1.[BH3-]C#N.[Na+]. (4) Given the product [F:1][C:2]1[CH:3]=[C:4]([CH:5]=[C:6]([F:8])[CH:7]=1)[CH2:9][NH:10][C:12]1[CH:22]=[C:16]2[N:17]([CH3:21])[CH2:18][CH2:19][CH2:20][N:15]2[C:14](=[O:23])[N:13]=1, predict the reactants needed to synthesize it. The reactants are: [F:1][C:2]1[CH:3]=[C:4]([CH2:9][NH2:10])[CH:5]=[C:6]([F:8])[CH:7]=1.Cl[C:12]1[CH:22]=[C:16]2[N:17]([CH3:21])[CH2:18][CH2:19][CH2:20][N:15]2[C:14](=[O:23])[N:13]=1.